From a dataset of Full USPTO retrosynthesis dataset with 1.9M reactions from patents (1976-2016). Predict the reactants needed to synthesize the given product. (1) The reactants are: S(Cl)(Cl)=O.[NH2:5][C:6]1[CH:14]=[CH:13][CH:12]=[C:11]([CH3:15])[C:7]=1[C:8]([OH:10])=O.[F:16][C:17]1[CH:23]=[CH:22][CH:21]=[CH:20][C:18]=1[NH2:19].Cl[CH2:25][C:26](Cl)=O.[Cl-].O.[SH:31][C:32]1[N:40]=[CH:39][N:38]=[C:37]2[C:33]=1[NH:34][CH:35]=[N:36]2.C([O-])([O-])=O.[K+].[K+]. Given the product [F:16][C:17]1[CH:23]=[CH:22][CH:21]=[CH:20][C:18]=1[N:19]1[C:8](=[O:10])[C:7]2[C:6](=[CH:14][CH:13]=[CH:12][C:11]=2[CH3:15])[N:5]=[C:25]1[CH2:26][S:31][C:32]1[N:40]=[CH:39][N:38]=[C:37]2[C:33]=1[N:34]=[CH:35][NH:36]2, predict the reactants needed to synthesize it. (2) Given the product [CH3:18][N:19]([C:24]1[CH:29]=[CH:28][CH:27]=[CH:26][C:25]=1[CH3:30])[C:20](=[O:23])[CH2:21][CH2:22][NH:1][CH2:2][CH2:3][CH2:4][O:5][C:6]1[CH:7]=[C:8]2[C:13](=[CH:14][CH:15]=1)[N:12]([CH3:16])[C:11](=[O:17])[CH:10]=[CH:9]2, predict the reactants needed to synthesize it. The reactants are: [NH2:1][CH2:2][CH2:3][CH2:4][O:5][C:6]1[CH:7]=[C:8]2[C:13](=[CH:14][CH:15]=1)[N:12]([CH3:16])[C:11](=[O:17])[CH:10]=[CH:9]2.[CH3:18][N:19]([C:24]1[CH:29]=[CH:28][CH:27]=[CH:26][C:25]=1[CH3:30])[C:20](=[O:23])[CH:21]=[CH2:22]. (3) Given the product [Br:1][C:2]1[CH:7]=[CH:6][C:5]([C:8]2[O:9][C:10]([CH3:20])=[C:11]([CH2:13][CH2:14][N:27]3[CH2:31][CH2:30][C@H:29]([OH:32])[CH2:28]3)[N:12]=2)=[CH:4][CH:3]=1, predict the reactants needed to synthesize it. The reactants are: [Br:1][C:2]1[CH:7]=[CH:6][C:5]([C:8]2[O:9][C:10]([CH3:20])=[C:11]([CH2:13][CH2:14]OS(C)(=O)=O)[N:12]=2)=[CH:4][CH:3]=1.C(=O)([O-])[O-].[K+].[K+].[NH:27]1[CH2:31][CH2:30][C@H:29]([OH:32])[CH2:28]1.CC1C=CC(S([O-])(=O)=O)=CC=1. (4) Given the product [CH3:1][N:2]1[C:10]2[C:5](=[CH:6][CH:7]=[CH:8][CH:9]=2)[C:4]([CH2:11][CH2:12][NH2:13])=[CH:3]1, predict the reactants needed to synthesize it. The reactants are: [CH3:1][N:2]1[C:10]2[C:5](=[CH:6][CH:7]=[CH:8][CH:9]=2)[C:4]([CH2:11][CH2:12][NH:13]C(=O)OC(C)(C)C)=[CH:3]1.C(O)(C(F)(F)F)=O. (5) Given the product [CH3:7][C:2]([O:8][CH2:9][C:10]1[CH:15]=[CH:14][C:13](/[CH:16]=[CH:17]\[CH2:18][N:19]2[CH:23]=[CH:22][CH:21]=[C:20]2[C:24](=[O:32])[C:25]2[CH:30]=[CH:29][C:28]([CH3:31])=[CH:27][CH:26]=2)=[CH:12][CH:11]=1)([CH3:1])[C:3]([OH:5])=[O:4], predict the reactants needed to synthesize it. The reactants are: [CH3:1][C:2]([O:8][CH2:9][C:10]1[CH:15]=[CH:14][C:13](/[CH:16]=[CH:17]\[CH2:18][N:19]2[CH:23]=[CH:22][CH:21]=[C:20]2[C:24](=[O:32])[C:25]2[CH:30]=[CH:29][C:28]([CH3:31])=[CH:27][CH:26]=2)=[CH:12][CH:11]=1)([CH3:7])[C:3]([O:5]C)=[O:4].CO.[OH-].[Li+]. (6) Given the product [CH2:1]([NH:4][C:5]1[N:14]=[C:13]([NH:15][C:25]([O:24][CH2:23][CH:22]([CH3:28])[CH3:21])=[O:26])[C:12]2[C:7](=[CH:8][CH:9]=[C:10]([N+:16]([O-:18])=[O:17])[CH:11]=2)[N:6]=1)[CH:2]=[CH2:3], predict the reactants needed to synthesize it. The reactants are: [CH2:1]([NH:4][C:5]1[N:14]=[C:13]([NH2:15])[C:12]2[C:7](=[CH:8][CH:9]=[C:10]([N+:16]([O-:18])=[O:17])[CH:11]=2)[N:6]=1)[CH:2]=[CH2:3].[H-].[Na+].[CH3:21][CH:22]([CH3:28])[CH2:23][O:24][C:25](Cl)=[O:26].O. (7) Given the product [CH3:1][O:2][C:3]([C:5]1[CH:10]([C:11]2[CH:16]=[CH:15][C:14]([C:17]#[N:18])=[CH:13][C:12]=2[C:19]([OH:37])=[O:20])[N:9]2[C:21](=[O:24])[NH:22][N:23]=[C:8]2[N:7]([C:25]2[CH:30]=[CH:29][CH:28]=[C:27]([C:31]([F:32])([F:34])[F:33])[CH:26]=2)[C:6]=1[CH3:35])=[O:4], predict the reactants needed to synthesize it. The reactants are: [CH3:1][O:2][C:3]([C:5]1[CH:10]([C:11]2[CH:16]=[CH:15][C:14]([C:17]#[N:18])=[CH:13][C:12]=2[CH:19]=[O:20])[N:9]2[C:21](=[O:24])[NH:22][N:23]=[C:8]2[N:7]([C:25]2[CH:30]=[CH:29][CH:28]=[C:27]([C:31]([F:34])([F:33])[F:32])[CH:26]=2)[C:6]=1[CH3:35])=[O:4].P([O-])(O)(O)=[O:37].[Na+].CC(=CC)C.Cl([O-])=O.[Na+].Cl. (8) Given the product [C:43]([O:42][C:40](=[O:41])[CH2:39][N:21]1[C:22]2[C:18](=[CH:17][C:16]([F:15])=[CH:24][CH:23]=2)[C:19]([C:26]2[C:31]3[CH:32]=[CH:33][CH:34]=[CH:35][C:30]=3[S:29](=[O:36])(=[O:37])[N:28]([CH2:1][C:2]3[CH:7]=[CH:6][CH:5]=[CH:4][CH:3]=3)[N:27]=2)=[C:20]1[CH3:25])([CH3:46])([CH3:45])[CH3:44], predict the reactants needed to synthesize it. The reactants are: [CH2:1](Br)[C:2]1[CH:7]=[CH:6][CH:5]=[CH:4][CH:3]=1.C([O-])([O-])=O.[K+].[K+].[F:15][C:16]1[CH:17]=[C:18]2[C:22](=[CH:23][CH:24]=1)[NH:21][C:20]([CH3:25])=[C:19]2[C:26]1[C:31]2[CH:32]=[CH:33][CH:34]=[CH:35][C:30]=2[S:29](=[O:37])(=[O:36])[NH:28][N:27]=1.Br[CH2:39][C:40]([O:42][C:43]([CH3:46])([CH3:45])[CH3:44])=[O:41].